This data is from Reaction yield outcomes from USPTO patents with 853,638 reactions. The task is: Predict the reaction yield, written as a fraction of the theoretical maximum amount of product (1.0 means a 100% yield; for example, 0.34 means a 34% yield). (1) The reactants are [C:1]([O:5][C:6]([N:8]([C:16]1[C:21]([C:22]2[N:30]=[C:25]3[CH:26]=[CH:27][CH:28]=[CH:29][N:24]3[N:23]=2)=[N:20][C:19](Br)=[CH:18][N:17]=1)[C:9](=[O:15])[O:10][C:11]([CH3:14])([CH3:13])[CH3:12])=[O:7])([CH3:4])([CH3:3])[CH3:2].CC1(C)C(C)(C)OB([C:40]2[CH2:41][CH2:42][N:43]([C:46]([O:48][C:49]([CH3:52])([CH3:51])[CH3:50])=[O:47])[CH2:44][CH:45]=2)O1.C([O-])([O-])=O.[K+].[K+].CCOC(C)=O.O. The catalyst is CN(C=O)C.Cl[Pd](Cl)([P](C1C=CC=CC=1)(C1C=CC=CC=1)C1C=CC=CC=1)[P](C1C=CC=CC=1)(C1C=CC=CC=1)C1C=CC=CC=1. The product is [N:30]1[C:22]([C:21]2[N:20]=[C:19]([C:40]3[CH2:45][CH2:44][N:43]([C:46]([O:48][C:49]([CH3:52])([CH3:51])[CH3:50])=[O:47])[CH2:42][CH:41]=3)[CH:18]=[N:17][C:16]=2[N:8]([C:9]([O:10][C:11]([CH3:14])([CH3:13])[CH3:12])=[O:15])[C:6]([O:5][C:1]([CH3:4])([CH3:3])[CH3:2])=[O:7])=[N:23][N:24]2[CH:29]=[CH:28][CH:27]=[CH:26][C:25]=12. The yield is 0.690. (2) The reactants are [N:1]1([CH2:7][CH2:8][CH2:9][NH:10][C:11]2[C:23]3[C:22]4[C:17](=[CH:18][C:19]([C:24]([O:26][CH3:27])=[O:25])=[CH:20][CH:21]=4)[NH:16][C:15]=3[N:14]=[C:13]([CH2:28][C:29]3[CH:34]=[CH:33][CH:32]=[C:31]([C:35](=[N:40]OS(C4C=CC(C)=CC=4)(=O)=O)[C:36]([F:39])([F:38])[F:37])[CH:30]=3)[N:12]=2)[CH2:6][CH2:5][CH2:4][CH2:3][CH2:2]1.[NH3:52]. The catalyst is C(Cl)Cl. The product is [N:1]1([CH2:7][CH2:8][CH2:9][NH:10][C:11]2[C:23]3[C:22]4[C:17](=[CH:18][C:19]([C:24]([O:26][CH3:27])=[O:25])=[CH:20][CH:21]=4)[NH:16][C:15]=3[N:14]=[C:13]([CH2:28][C:29]3[CH:34]=[CH:33][CH:32]=[C:31]([C:35]4([C:36]([F:39])([F:38])[F:37])[NH:52][NH:40]4)[CH:30]=3)[N:12]=2)[CH2:2][CH2:3][CH2:4][CH2:5][CH2:6]1. The yield is 0.780. (3) The reactants are Cl[C:2]1[C:7]([N:8](C)[C:9](=O)C(C)(C)C)=[CH:6][CH:5]=[C:4]([C:16]2[S:17][C:18]3[CH:24]=[C:23]([O:25]C)[CH:22]=[CH:21][C:19]=3[N:20]=2)[N:3]=1.[BrH:27]. No catalyst specified. The product is [Br:27][C:2]1[N:3]=[C:4]([C:16]2[S:17][C:18]3[CH:24]=[C:23]([OH:25])[CH:22]=[CH:21][C:19]=3[N:20]=2)[CH:5]=[CH:6][C:7]=1[NH:8][CH3:9]. The yield is 0.810.